Predict the reaction yield, written as a fraction of the theoretical maximum amount of product (1.0 means a 100% yield; for example, 0.34 means a 34% yield). From a dataset of Reaction yield outcomes from USPTO patents with 853,638 reactions. The reactants are [Cl:1][C:2]1[N:7]=[C:6](Cl)[CH:5]=[C:4]([CH3:9])[N:3]=1.[NH2:10][C:11]1[S:12][CH:13]=[CH:14][N:15]=1.C(=O)([O-])[O-].[Cs+].[Cs+].CC1(C)C2C=CC=C(P(C3C=CC=CC=3)C3C=CC=CC=3)C=2OC2C1=CC=CC=2P(C1C=CC=CC=1)C1C=CC=CC=1. The catalyst is O1CCOCC1.[Pd].[Pd].C(=CC(C=CC1C=CC=CC=1)=O)C1C=CC=CC=1.C(=CC(C=CC1C=CC=CC=1)=O)C1C=CC=CC=1.C(=CC(C=CC1C=CC=CC=1)=O)C1C=CC=CC=1. The product is [Cl:1][C:2]1[N:7]=[C:6]([NH:10][C:11]2[S:12][CH:13]=[CH:14][N:15]=2)[CH:5]=[C:4]([CH3:9])[N:3]=1. The yield is 0.180.